From a dataset of Full USPTO retrosynthesis dataset with 1.9M reactions from patents (1976-2016). Predict the reactants needed to synthesize the given product. (1) Given the product [P:1]([O-:5])([O-:4])([O-:3])=[O:2].[Zr+4:11].[P:6]([O-:10])([O-:9])([O-:8])=[O:7].[P:1]([O-:5])([O-:4])([O-:3])=[O:2].[P:1]([O-:5])([O-:4])([O-:3])=[O:2].[Zr+4:11].[Zr+4:11], predict the reactants needed to synthesize it. The reactants are: [P:1]([O-:5])([O-:4])([O-:3])=[O:2].[P:6](=[O:10])([OH:9])([OH:8])[OH:7].[Zr:11]. (2) Given the product [NH2:3][C:4]1[C:9]([F:10])=[C:8]([C:26]2[CH:33]=[CH:32][C:29]([C:30]#[N:31])=[CH:28][CH:27]=2)[N:7]=[C:6]([C:12]([O:14][CH3:15])=[O:13])[C:5]=1[CH:16]=[CH2:17], predict the reactants needed to synthesize it. The reactants are: [F-].[K+].[NH2:3][C:4]1[C:9]([F:10])=[C:8](Cl)[N:7]=[C:6]([C:12]([O:14][CH3:15])=[O:13])[C:5]=1[CH:16]=[CH2:17].CC1(C)C(C)(C)OB([C:26]2[CH:33]=[CH:32][C:29]([C:30]#[N:31])=[CH:28][CH:27]=2)O1.C(#N)C. (3) Given the product [N:27]1([C:33]([N:35]2[CH2:40][CH:39]([C:41]3[CH:46]=[CH:45][C:44]([C:47]([F:49])([F:50])[F:48])=[CH:43][CH:42]=3)[CH2:38][CH:37]([NH:3][C:6](=[O:9])[O:58][C:54]([CH3:57])([CH3:56])[CH3:55])[CH2:36]2)=[O:34])[CH2:28][CH2:29][O:30][CH2:31][CH2:32]1, predict the reactants needed to synthesize it. The reactants are: C([N:3]([CH2:6]C)CC)C.P(N=[N+]=[N-])(=O)(OC1C=CC=CC=1)[O:9]C1C=CC=CC=1.[N:27]1([C:33]([N:35]2[CH2:40][CH:39]([C:41]3[CH:46]=[CH:45][C:44]([C:47]([F:50])([F:49])[F:48])=[CH:43][CH:42]=3)[CH2:38][CH:37](C(O)=O)[CH2:36]2)=[O:34])[CH2:32][CH2:31][O:30][CH2:29][CH2:28]1.[C:54]([OH:58])([CH3:57])([CH3:56])[CH3:55].